From a dataset of Full USPTO retrosynthesis dataset with 1.9M reactions from patents (1976-2016). Predict the reactants needed to synthesize the given product. Given the product [C:1]([C:5]1[N:9]([C:10]2[CH:11]=[C:12]([C:16]3[CH:21]=[CH:20][CH:19]=[CH:18][C:17]=3[Cl:22])[CH:13]=[CH:14][CH:15]=2)[N:8]=[C:7]([C:23]([NH2:32])=[O:25])[CH:6]=1)([CH3:4])([CH3:2])[CH3:3], predict the reactants needed to synthesize it. The reactants are: [C:1]([C:5]1[N:9]([C:10]2[CH:11]=[C:12]([C:16]3[CH:21]=[CH:20][CH:19]=[CH:18][C:17]=3[Cl:22])[CH:13]=[CH:14][CH:15]=2)[N:8]=[C:7]([C:23]([OH:25])=O)[CH:6]=1)([CH3:4])([CH3:3])[CH3:2].C1C=CC2N(O)N=[N:32]C=2C=1.C(N(CC)C(C)C)C.[Cl-].[NH4+].